From a dataset of Forward reaction prediction with 1.9M reactions from USPTO patents (1976-2016). Predict the product of the given reaction. (1) Given the reactants Cl[C:2]1[N:3]=[C:4]([OH:12])[C:5]2[CH:11]=[CH:10][N:9]=[CH:8][C:6]=2[N:7]=1.[CH3:13][O:14][CH2:15][CH:16]([C:18]1[CH:23]=[CH:22][C:21]([N:24]([CH3:32])[C:25]2[CH:30]=[CH:29][C:28]([OH:31])=[CH:27][CH:26]=2)=[CH:20][CH:19]=1)[CH3:17], predict the reaction product. The product is: [CH3:13][O:14][CH2:15][CH:16]([C:18]1[CH:23]=[CH:22][C:21]([N:24]([CH3:32])[C:25]2[CH:26]=[CH:27][C:28]([O:31][C:2]3[N:3]=[C:4]([OH:12])[C:5]4[CH:11]=[CH:10][N:9]=[CH:8][C:6]=4[N:7]=3)=[CH:29][CH:30]=2)=[CH:20][CH:19]=1)[CH3:17]. (2) Given the reactants C[O:2][C:3]([C:5]1([OH:17])[C:14]2[C:9](=[CH:10][CH:11]=[C:12]([O:15][CH3:16])[CH:13]=2)[O:8][CH2:7][CH2:6]1)=[O:4].O[Li].O, predict the reaction product. The product is: [OH:17][C:5]1([C:3]([OH:4])=[O:2])[C:14]2[C:9](=[CH:10][CH:11]=[C:12]([O:15][CH3:16])[CH:13]=2)[O:8][CH2:7][CH2:6]1. (3) Given the reactants C([O:5][C:6]1[C:7]([CH2:13][N:14]2[CH2:19][CH2:18][CH:17]([C:20](=[O:29])[CH2:21][C:22]3[CH:27]=[CH:26][CH:25]=[CH:24][C:23]=3[F:28])[CH2:16][CH2:15]2)=[N:8][CH:9]=[C:10]([F:12])[N:11]=1)(C)(C)C, predict the reaction product. The product is: [F:12][C:10]1[NH:11][C:6](=[O:5])[C:7]([CH2:13][N:14]2[CH2:19][CH2:18][CH:17]([C:20](=[O:29])[CH2:21][C:22]3[CH:27]=[CH:26][CH:25]=[CH:24][C:23]=3[F:28])[CH2:16][CH2:15]2)=[N:8][CH:9]=1. (4) Given the reactants [CH3:1][C:2]1[N:6]([CH:7]2[CH2:12][CH2:11][O:10][CH2:9][CH2:8]2)[C:5]2[CH:13]=[CH:14][C:15]([C:17]([OH:19])=O)=[CH:16][C:4]=2[N:3]=1.S(Cl)(Cl)=O.[NH2:24][C:25]1[CH:30]=[C:29]([O:31][C:32]([F:35])([F:34])[F:33])[CH:28]=[CH:27][C:26]=1O.C(N(CC)CC)C.CS(O)(=O)=O.C(=O)([O-])O.[Na+], predict the reaction product. The product is: [F:33][C:32]([F:34])([F:35])[O:31][C:29]1[CH:28]=[CH:27][C:26]2[O:19][C:17]([C:15]3[CH:14]=[CH:13][C:5]4[N:6]([CH:7]5[CH2:8][CH2:9][O:10][CH2:11][CH2:12]5)[C:2]([CH3:1])=[N:3][C:4]=4[CH:16]=3)=[N:24][C:25]=2[CH:30]=1. (5) The product is: [CH3:23][S:24]([C:27]1[CH:32]=[CH:31][C:30]([C:2]2[CH:3]=[CH:4][C:5]3[O:9][CH:8]([CH:10]4[CH2:11][CH2:12][NH:13][CH2:14][CH2:15]4)[CH2:7][C:6]=3[CH:22]=2)=[CH:29][CH:28]=1)(=[O:26])=[O:25]. Given the reactants Br[C:2]1[CH:3]=[CH:4][C:5]2[O:9][CH:8]([CH:10]3[CH2:15][CH2:14][N:13](C(=O)C(F)(F)F)[CH2:12][CH2:11]3)[CH2:7][C:6]=2[CH:22]=1.[CH3:23][S:24]([C:27]1[CH:32]=[CH:31][C:30](B(O)O)=[CH:29][CH:28]=1)(=[O:26])=[O:25].C([O-])([O-])=O.[Na+].[Na+], predict the reaction product. (6) Given the reactants [CH3:1][C:2]1([C:7]2[O:11][C:10]([CH2:12][N:13]3[CH:17]=[C:16]([NH2:18])[CH:15]=[N:14]3)=[CH:9][CH:8]=2)[O:6]CCO1.[C:19]([C:21]1[CH:22]=[C:23]([C:27]2[O:31][CH:30]=[N:29][C:28]=2[C:32](O)=[O:33])[CH:24]=[CH:25][CH:26]=1)#[N:20], predict the reaction product. The product is: [C:2]([C:7]1[O:11][C:10]([CH2:12][N:13]2[CH:17]=[C:16]([NH:18][C:32]([C:28]3[N:29]=[CH:30][O:31][C:27]=3[C:23]3[CH:24]=[CH:25][CH:26]=[C:21]([C:19]#[N:20])[CH:22]=3)=[O:33])[CH:15]=[N:14]2)=[CH:9][CH:8]=1)(=[O:6])[CH3:1].